Predict the reactants needed to synthesize the given product. From a dataset of Full USPTO retrosynthesis dataset with 1.9M reactions from patents (1976-2016). Given the product [NH2:9][C:10]1[CH:15]=[CH:14][CH:13]=[CH:12][C:11]=1[N:16]([CH:36]1[CH2:37][CH2:38][CH2:39][CH2:40][CH2:41]1)[CH2:17][C@@H:18]([NH:29][C:30](=[O:35])[C:31]([F:32])([F:33])[F:34])[C:19]([O:21][CH2:22][C:23]1[CH:28]=[CH:27][CH:26]=[CH:25][CH:24]=1)=[O:20], predict the reactants needed to synthesize it. The reactants are: Cl.C(OC([NH:9][C:10]1[CH:15]=[CH:14][CH:13]=[CH:12][C:11]=1[N:16]([CH:36]1[CH2:41][CH2:40][CH2:39][CH2:38][CH2:37]1)[CH2:17][C@@H:18]([NH:29][C:30](=[O:35])[C:31]([F:34])([F:33])[F:32])[C:19]([O:21][CH2:22][C:23]1[CH:28]=[CH:27][CH:26]=[CH:25][CH:24]=1)=[O:20])=O)(C)(C)C.C(=O)(O)[O-].[Na+].